Dataset: Forward reaction prediction with 1.9M reactions from USPTO patents (1976-2016). Task: Predict the product of the given reaction. (1) The product is: [C:55]([C:50]1[CH:51]=[C:52]2[C:47](=[C:48]([F:59])[CH:49]=1)[C:46](=[O:60])[N:45]([C:31]1[CH:32]=[CH:33][CH:34]=[C:35]([C:2]3[CH:3]=[C:4]([NH:10][C:11]4[CH:16]=[CH:15][C:14]([CH2:17][N:18]5[CH2:23][CH2:22][N:21]([CH3:24])[CH2:20][CH2:19]5)=[CH:13][N:12]=4)[C:5](=[O:9])[N:6]([CH3:8])[N:7]=3)[C:30]=1[CH2:29][O:28][C:25](=[O:27])[CH3:26])[N:54]=[CH:53]2)([CH3:56])([CH3:57])[CH3:58]. Given the reactants Cl[C:2]1[CH:3]=[C:4]([NH:10][C:11]2[CH:16]=[CH:15][C:14]([CH2:17][N:18]3[CH2:23][CH2:22][N:21]([CH3:24])[CH2:20][CH2:19]3)=[CH:13][N:12]=2)[C:5](=[O:9])[N:6]([CH3:8])[N:7]=1.[C:25]([O:28][CH2:29][C:30]1[C:35](B2OC(C)(C)C(C)(C)O2)=[CH:34][CH:33]=[CH:32][C:31]=1[N:45]1[N:54]=[CH:53][C:52]2[C:47](=[C:48]([F:59])[CH:49]=[C:50]([C:55]([CH3:58])([CH3:57])[CH3:56])[CH:51]=2)[C:46]1=[O:60])(=[O:27])[CH3:26].CC(C1C=C(C(C)C)C(C2C=CC=CC=2P(C2CCCCC2)C2CCCCC2)=C(C(C)C)C=1)C.P([O-])([O-])([O-])=O.[K+].[K+].[K+], predict the reaction product. (2) Given the reactants [CH:1]1([NH2:8])[CH2:7][CH2:6][CH2:5][CH2:4][CH2:3][CH2:2]1.C(N(C(C)C)CC)(C)C.[Br:18][CH2:19][C:20](Br)=[O:21], predict the reaction product. The product is: [Br:18][CH2:19][C:20]([NH:8][CH:1]1[CH2:7][CH2:6][CH2:5][CH2:4][CH2:3][CH2:2]1)=[O:21]. (3) Given the reactants [NH:1]1[CH2:5][CH2:4][CH2:3][C@H:2]1[CH2:6][N:7]1[CH2:11][CH2:10][CH2:9][CH2:8]1.CN1CCOCC1.[Cl:19][C:20]1[CH:37]=[CH:36][C:23]2[NH:24][C:25]([C:27]3[CH:35]=[CH:34][C:30]([C:31](Cl)=[O:32])=[CH:29][CH:28]=3)=[N:26][C:22]=2[CH:21]=1, predict the reaction product. The product is: [Cl:19][C:20]1[CH:37]=[CH:36][C:23]2[NH:24][C:25]([C:27]3[CH:28]=[CH:29][C:30]([C:31]([N:1]4[CH2:5][CH2:4][CH2:3][CH:2]4[CH2:6][N:7]4[CH2:11][CH2:10][CH2:9][CH2:8]4)=[O:32])=[CH:34][CH:35]=3)=[N:26][C:22]=2[CH:21]=1. (4) Given the reactants CN(C)C1C=CC([N+]([O-])=O)=CC=1CN(C)C.[CH3:17][N:18]([CH3:30])[CH2:19][C:20]1[CH:25]=[C:24]([N+:26]([O-])=O)[CH:23]=[CH:22][C:21]=1[F:29], predict the reaction product. The product is: [CH3:30][N:18]([CH2:19][C:20]1[CH:25]=[C:24]([CH:23]=[CH:22][C:21]=1[F:29])[NH2:26])[CH3:17]. (5) Given the reactants C([O:3][C:4](=[O:38])[C@H:5]([CH2:15][C:16]1[CH:21]=[CH:20][C:19]([O:22][CH2:23][CH2:24][S:25][CH2:26][CH2:27][CH2:28][CH2:29][CH2:30][CH2:31][CH2:32][CH2:33][CH2:34][CH2:35][CH2:36][CH3:37])=[CH:18][CH:17]=1)[NH:6][C:7](=[O:14])[C:8]1[CH:13]=[CH:12][CH:11]=[CH:10][CH:9]=1)C.[OH-].[Li+], predict the reaction product. The product is: [C:7]([NH:6][C@H:5]([C:4]([OH:38])=[O:3])[CH2:15][C:16]1[CH:17]=[CH:18][C:19]([O:22][CH2:23][CH2:24][S:25][CH2:26][CH2:27][CH2:28][CH2:29][CH2:30][CH2:31][CH2:32][CH2:33][CH2:34][CH2:35][CH2:36][CH3:37])=[CH:20][CH:21]=1)(=[O:14])[C:8]1[CH:13]=[CH:12][CH:11]=[CH:10][CH:9]=1. (6) The product is: [O:11]([C:18]1[CH:19]=[CH:20][C:21]([O:24][C:2]2[C:3]3[N:10]([C@H:30]4[CH2:26][CH2:27][N:28]([C:31](=[O:33])[CH:38]=[CH2:39])[CH2:29]4)[CH:9]=[CH:8][C:4]=3[N:5]=[CH:6][N:7]=2)=[CH:22][CH:23]=1)[C:12]1[CH:17]=[CH:16][CH:15]=[CH:14][CH:13]=1. Given the reactants Cl[C:2]1[C:3]2[NH:10][CH:9]=[CH:8][C:4]=2[N:5]=[CH:6][N:7]=1.[O:11]([C:18]1[CH:23]=[CH:22][C:21]([OH:24])=[CH:20][CH:19]=1)[C:12]1[CH:17]=[CH:16][CH:15]=[CH:14][CH:13]=1.O[C@@H:26]1[CH2:30][CH2:29][N:28]([C:31]([O:33]C(C)(C)C)=O)[CH2:27]1.[C:38](Cl)(=O)[CH:39]=C, predict the reaction product. (7) Given the reactants CS(Cl)(=O)=O.[CH3:6][S:7][C:8]1[C:13]([NH:14][C:15](=[O:18])[CH2:16]O)=[C:12]([S:19][CH3:20])[CH:11]=[C:10]([CH3:21])[N:9]=1.C(N(CC)CC)C.[Br-:29].[Na+], predict the reaction product. The product is: [CH3:6][S:7][C:8]1[C:13]([NH:14][C:15](=[O:18])[CH2:16][Br:29])=[C:12]([S:19][CH3:20])[CH:11]=[C:10]([CH3:21])[N:9]=1.